This data is from Peptide-MHC class II binding affinity with 134,281 pairs from IEDB. The task is: Regression. Given a peptide amino acid sequence and an MHC pseudo amino acid sequence, predict their binding affinity value. This is MHC class II binding data. (1) The peptide sequence is AGCQTYKWETFLTSE. The MHC is DRB4_0101 with pseudo-sequence DRB4_0103. The binding affinity (normalized) is 0.443. (2) The peptide sequence is VRKTIPDVIELAYQK. The MHC is DRB1_0701 with pseudo-sequence DRB1_0701. The binding affinity (normalized) is 0.432. (3) The MHC is DRB1_0101 with pseudo-sequence DRB1_0101. The binding affinity (normalized) is 0. The peptide sequence is PAPGAAGPPQVGLSY. (4) The peptide sequence is LQLTKRSEILKTLGF. The MHC is DRB1_0101 with pseudo-sequence DRB1_0101. The binding affinity (normalized) is 0.500. (5) The peptide sequence is GELQIVNKIDAAFKI. The MHC is DRB1_0404 with pseudo-sequence DRB1_0404. The binding affinity (normalized) is 0.563. (6) The peptide sequence is GKIDFLNNYALFLSP. The MHC is DRB1_0301 with pseudo-sequence DRB1_0301. The binding affinity (normalized) is 0.211.